Dataset: Reaction yield outcomes from USPTO patents with 853,638 reactions. Task: Predict the reaction yield, written as a fraction of the theoretical maximum amount of product (1.0 means a 100% yield; for example, 0.34 means a 34% yield). (1) The reactants are [CH3:1][O:2][C:3]1[CH:16]=[C:15]([O:17][CH3:18])[CH:14]=[CH:13][C:4]=1[CH2:5][NH:6][C:7]1[CH:12]=[CH:11][N:10]=[CH:9][N:8]=1.[C:19]([C:21]1[CH:22]=[C:23]([S:28](Cl)(=[O:30])=[O:29])[CH:24]=[CH:25][C:26]=1[F:27])#[N:20].N12CCN(CC1)CC2. The catalyst is C(#N)C. The product is [C:19]([C:21]1[CH:22]=[C:23]([S:28]([N:6]([CH2:5][C:4]2[CH:13]=[CH:14][C:15]([O:17][CH3:18])=[CH:16][C:3]=2[O:2][CH3:1])[C:7]2[CH:12]=[CH:11][N:10]=[CH:9][N:8]=2)(=[O:30])=[O:29])[CH:24]=[CH:25][C:26]=1[F:27])#[N:20]. The yield is 0.190. (2) The reactants are Br[C:2]1[CH:7]=[CH:6][C:5]([C@@H:8]2[CH2:10][C@H:9]2[NH:11][C:12](=[O:18])[O:13][C:14]([CH3:17])([CH3:16])[CH3:15])=[CH:4][CH:3]=1.[Cl:19][C:20]1[CH:21]=[C:22](B(O)O)[CH:23]=[CH:24][CH:25]=1.C([O-])([O-])=O.[K+].[K+]. The catalyst is C(#N)C.O. The product is [Cl:19][C:20]1[CH:25]=[C:24]([C:2]2[CH:7]=[CH:6][C:5]([C@@H:8]3[CH2:10][C@H:9]3[NH:11][C:12](=[O:18])[O:13][C:14]([CH3:17])([CH3:16])[CH3:15])=[CH:4][CH:3]=2)[CH:23]=[CH:22][CH:21]=1. The yield is 0.910.